Dataset: Catalyst prediction with 721,799 reactions and 888 catalyst types from USPTO. Task: Predict which catalyst facilitates the given reaction. (1) Reactant: [OH-].[Li+].[C:3]([O:7][C:8]([NH:10][C:11]1[S:12][CH:13]=[CH:14][C:15]=1[C:16]([O:18]C)=[O:17])=[O:9])([CH3:6])([CH3:5])[CH3:4]. Product: [C:3]([O:7][C:8]([NH:10][C:11]1[S:12][CH:13]=[CH:14][C:15]=1[C:16]([OH:18])=[O:17])=[O:9])([CH3:6])([CH3:4])[CH3:5]. The catalyst class is: 132. (2) Reactant: Br[C:2]1[CH:3]=[C:4]2[C:8](=[CH:9][CH:10]=1)[C:7]([CH2:12][C:13]1[N:14]([C:26]([C:39]3[CH:44]=[CH:43][CH:42]=[CH:41][CH:40]=3)([C:33]3[CH:38]=[CH:37][CH:36]=[CH:35][CH:34]=3)[C:27]3[CH:32]=[CH:31][CH:30]=[CH:29][CH:28]=3)[CH:15]=[C:16]([CH2:18][C:19]3([C:22]([F:25])([F:24])[F:23])[CH2:21][CH2:20]3)[N:17]=1)([OH:11])[CH2:6][CH2:5]2.C([O-])(=O)C.[K+].[B:50]1([B:50]2[O:54][C:53]([CH3:56])([CH3:55])[C:52]([CH3:58])([CH3:57])[O:51]2)[O:54][C:53]([CH3:56])([CH3:55])[C:52]([CH3:58])([CH3:57])[O:51]1. Product: [CH3:57][C:52]1([CH3:58])[C:53]([CH3:56])([CH3:55])[O:54][B:50]([C:2]2[CH:3]=[C:4]3[C:8](=[CH:9][CH:10]=2)[C:7]([CH2:12][C:13]2[N:14]([C:26]([C:39]4[CH:44]=[CH:43][CH:42]=[CH:41][CH:40]=4)([C:33]4[CH:38]=[CH:37][CH:36]=[CH:35][CH:34]=4)[C:27]4[CH:32]=[CH:31][CH:30]=[CH:29][CH:28]=4)[CH:15]=[C:16]([CH2:18][C:19]4([C:22]([F:25])([F:24])[F:23])[CH2:21][CH2:20]4)[N:17]=2)([OH:11])[CH2:6][CH2:5]3)[O:51]1. The catalyst class is: 418.